This data is from Reaction yield outcomes from USPTO patents with 853,638 reactions. The task is: Predict the reaction yield, written as a fraction of the theoretical maximum amount of product (1.0 means a 100% yield; for example, 0.34 means a 34% yield). (1) The reactants are [NH2:1][C:2]1[CH:7]=[CH:6][C:5](/[CH:8]=[CH:9]/[C:10]([O:12][CH2:13][CH3:14])=[O:11])=[C:4]([F:15])[CH:3]=1. The catalyst is C(O)C.[C].[Pd]. The product is [NH2:1][C:2]1[CH:7]=[CH:6][C:5]([CH2:8][CH2:9][C:10]([O:12][CH2:13][CH3:14])=[O:11])=[C:4]([F:15])[CH:3]=1. The yield is 0.790. (2) The reactants are [CH3:1][O:2][C:3]1[CH:4]=[CH:5][C:6]([NH:9][C:10]([NH2:12])=[S:11])=[N:7][CH:8]=1.Br[CH2:14][C:15]([C:17]1[CH:22]=[CH:21][N:20]=[CH:19][CH:18]=1)=O. No catalyst specified. The product is [CH3:1][O:2][C:3]1[CH:4]=[CH:5][C:6]([NH:9][C:10]2[S:11][CH:14]=[C:15]([C:17]3[CH:22]=[CH:21][N:20]=[CH:19][CH:18]=3)[N:12]=2)=[N:7][CH:8]=1. The yield is 0.640. (3) The reactants are [Br:1][C:2]1[C:3]([F:12])=[C:4]([C:8]([F:11])=[CH:9][CH:10]=1)C(O)=O.C1(C)C=CC=CC=1.CC[N:22]([CH:26](C)C)C(C)C.C1C=CC(P(N=[N+]=[N-])(C2C=CC=CC=2)=[O:36])=CC=1.[CH3:46][C:47]([OH:50])([CH3:49])[CH3:48]. No catalyst specified. The product is [Br:1][C:2]1[C:3]([F:12])=[C:4]([NH:22][C:26](=[O:36])[O:50][C:47]([CH3:49])([CH3:48])[CH3:46])[C:8]([F:11])=[CH:9][CH:10]=1. The yield is 0.540. (4) The product is [F:1][C:2]1[C:3]([C:9]([O:11][CH3:12])=[O:10])=[N:4][CH:5]=[C:6]([F:8])[CH:7]=1. The catalyst is CN(C1C=CN=CC=1)C.CO. The reactants are [F:1][C:2]1[C:3]([C:9]([OH:11])=[O:10])=[N:4][CH:5]=[C:6]([F:8])[CH:7]=1.[CH2:12](Cl)Cl.CCN=C=NCCCN(C)C. The yield is 0.720. (5) The reactants are [CH2:1]([O:8][CH2:9][C:10]1[NH:15][C:14](=[O:16])[C:13]2=[CH:17][N:18]=[C:19](I)[N:12]2[N:11]=1)[C:2]1[CH:7]=[CH:6][CH:5]=[CH:4][CH:3]=1.C([O-])([O-])=O.[Cs+].[Cs+].CC1(C)C(C)(C)OB([C:35]2[CH2:36][CH2:37][O:38][CH2:39][CH:40]=2)O1. The catalyst is O1CCOCC1.O.C1C=CC([P]([Pd]([P](C2C=CC=CC=2)(C2C=CC=CC=2)C2C=CC=CC=2)([P](C2C=CC=CC=2)(C2C=CC=CC=2)C2C=CC=CC=2)[P](C2C=CC=CC=2)(C2C=CC=CC=2)C2C=CC=CC=2)(C2C=CC=CC=2)C2C=CC=CC=2)=CC=1. The product is [CH2:1]([O:8][CH2:9][C:10]1[NH:15][C:14](=[O:16])[C:13]2=[CH:17][N:18]=[C:19]([C:35]3[CH2:40][CH2:39][O:38][CH2:37][CH:36]=3)[N:12]2[N:11]=1)[C:2]1[CH:7]=[CH:6][CH:5]=[CH:4][CH:3]=1. The yield is 0.760. (6) The reactants are [CH:1]1([C:4]2[C:13]3[C:8](=[CH:9][CH:10]=[CH:11][CH:12]=3)[C:7]([N:14]=[C:15]=[S:16])=[CH:6][CH:5]=2)[CH2:3][CH2:2]1.Cl.[NH2:18][NH:19][C:20](N)=[NH:21].C(N(C(C)C)CC)(C)C. The catalyst is CN(C)C=O. The product is [NH2:21][C:20]1[N:14]([C:7]2[C:8]3[C:13](=[CH:12][CH:11]=[CH:10][CH:9]=3)[C:4]([CH:1]3[CH2:3][CH2:2]3)=[CH:5][CH:6]=2)[C:15]([SH:16])=[N:18][N:19]=1. The yield is 0.440.